This data is from Forward reaction prediction with 1.9M reactions from USPTO patents (1976-2016). The task is: Predict the product of the given reaction. (1) Given the reactants Cl[C:2]1[C:3]2[S:23][CH2:22][CH2:21][C:4]=2[N:5]=[C:6]([N:8]2[CH2:13][CH2:12][N:11]([C:14]3[CH:19]=[CH:18][C:17]([OH:20])=[CH:16][CH:15]=3)[CH2:10][CH2:9]2)[N:7]=1.[N-:24]=[N+:25]=[N-:26].[Na+], predict the reaction product. The product is: [N:24]([C:2]1[C:3]2[S:23][CH2:22][CH2:21][C:4]=2[N:5]=[C:6]([N:8]2[CH2:13][CH2:12][N:11]([C:14]3[CH:19]=[CH:18][C:17]([OH:20])=[CH:16][CH:15]=3)[CH2:10][CH2:9]2)[N:7]=1)=[N+:25]=[N-:26]. (2) Given the reactants [C@@H:1]12[CH2:6][C@@H:5]1[CH2:4][NH:3][C@@H:2]2[CH2:7][NH:8][C:9]([C:11]1[CH:12]=[CH:13][CH:14]=[C:15]2[O:19][CH:18]=[CH:17][C:16]=12)=[O:10].[F:20][C:21]1[CH:26]=[CH:25][C:24]([C:27]2[S:31][C:30]([CH3:32])=[N:29][C:28]=2[C:33](O)=[O:34])=[CH:23][CH:22]=1, predict the reaction product. The product is: [F:20][C:21]1[CH:22]=[CH:23][C:24]([C:27]2[S:31][C:30]([CH3:32])=[N:29][C:28]=2[C:33]([N:3]2[CH2:4][C@@H:5]3[C@@H:1]([CH2:6]3)[C@H:2]2[CH2:7][NH:8][C:9]([C:11]2[CH:12]=[CH:13][CH:14]=[C:15]3[O:19][CH:18]=[CH:17][C:16]=23)=[O:10])=[O:34])=[CH:25][CH:26]=1. (3) Given the reactants Br[C:2]1[CH:7]=[N:6][CH:5]=[C:4]([C:8]2[CH:13]=[CH:12][C:11]([C:14]([F:17])([F:16])[F:15])=[CH:10][CH:9]=2)[N:3]=1.C(N(CC)C(C)C)(C)C.[CH2:27]([NH:31][CH2:32][C:33]1[CH:45]=[CH:44][C:36]([O:37][CH2:38][C:39]([O:41][CH2:42][CH3:43])=[O:40])=[C:35]([CH3:46])[CH:34]=1)[CH2:28][CH2:29][CH3:30], predict the reaction product. The product is: [CH2:27]([N:31]([CH2:32][C:33]1[CH:45]=[CH:44][C:36]([O:37][CH2:38][C:39]([O:41][CH2:42][CH3:43])=[O:40])=[C:35]([CH3:46])[CH:34]=1)[C:2]1[CH:7]=[N:6][CH:5]=[C:4]([C:8]2[CH:13]=[CH:12][C:11]([C:14]([F:17])([F:16])[F:15])=[CH:10][CH:9]=2)[N:3]=1)[CH2:28][CH2:29][CH3:30].